Dataset: Full USPTO retrosynthesis dataset with 1.9M reactions from patents (1976-2016). Task: Predict the reactants needed to synthesize the given product. (1) Given the product [F:1][C:2]1[CH:20]=[CH:19][C:5]([C:6]([C:12]2[CH:17]=[CH:16][C:15]([F:18])=[CH:14][CH:13]=2)([OH:11])[C:7]([O:9][C@@:10]23[N:28]([CH3:21])[C@@H:25]([CH2:26][CH2:27]2)[CH2:24][CH:23]=[CH:22]3)=[O:8])=[CH:4][CH:3]=1, predict the reactants needed to synthesize it. The reactants are: [F:1][C:2]1[CH:20]=[CH:19][C:5]([C:6]([C:12]2[CH:17]=[CH:16][C:15]([F:18])=[CH:14][CH:13]=2)([OH:11])[C:7]([O:9][CH3:10])=[O:8])=[CH:4][CH:3]=1.[C@@:21]12(O)[N:28](C)[C@@H:25]([CH2:26][CH2:27]1)[CH2:24][CH:23]=[CH:22]2.[Na]. (2) The reactants are: [N+:1]([C:4]1[CH:5]=[C:6]2[C:10](=[CH:11][CH:12]=1)[NH:9][CH:8]=[CH:7]2)([O-:3])=[O:2].[H-].[Na+].I[CH3:16].[Cl-].[NH4+]. Given the product [CH3:16][N:9]1[C:10]2[C:6](=[CH:5][C:4]([N+:1]([O-:3])=[O:2])=[CH:12][CH:11]=2)[CH:7]=[CH:8]1, predict the reactants needed to synthesize it. (3) Given the product [CH3:66][C:63]1([CH3:67])[O:64][CH2:65][C:60]([C:58]([O:57][CH2:56][C:13]([CH2:12][O:11][C:9]([C:5]2([CH3:8])[CH2:6][O:7][C:2]([CH3:69])([CH3:1])[O:3][CH2:4]2)=[O:10])([CH3:55])[C:14]([O:16][CH2:17][C:18]([CH2:23][O:24][C:25](=[O:54])[C:26]([CH2:28][O:29][C:30]([C:32]2([CH3:40])[CH2:33][O:34][C:35]([CH3:38])([CH3:39])[O:36][CH2:37]2)=[O:31])([CH2:41][O:42][C:43]([C:45]2([CH3:53])[CH2:50][O:49][C:48]([CH3:51])([CH3:52])[O:47][CH2:46]2)=[O:44])[CH3:27])([CH3:22])[C:19]([O:21][CH2:89][CH2:88][CH2:87][CH2:86][CH2:85][CH2:84][CH2:83][CH2:82][CH2:81][CH2:80][CH2:79][O:78][C:76](=[O:77])[C:75]2[CH:74]=[C:73]([N+:70]([O-:72])=[O:71])[CH:93]=[C:92]([N+:94]([O-:96])=[O:95])[CH:91]=2)=[O:20])=[O:15])=[O:59])([CH3:68])[CH2:61][O:62]1, predict the reactants needed to synthesize it. The reactants are: [CH3:1][C:2]1([CH3:69])[O:7][CH2:6][C:5]([C:9]([O:11][CH2:12][C:13]([CH2:56][O:57][C:58]([C:60]2([CH3:68])[CH2:65][O:64][C:63]([CH3:67])([CH3:66])[O:62][CH2:61]2)=[O:59])([CH3:55])[C:14]([O:16][CH2:17][C:18]([CH2:23][O:24][C:25](=[O:54])[C:26]([CH2:41][O:42][C:43]([C:45]2([CH3:53])[CH2:50][O:49][C:48]([CH3:52])([CH3:51])[O:47][CH2:46]2)=[O:44])([CH2:28][O:29][C:30]([C:32]2([CH3:40])[CH2:37][O:36][C:35]([CH3:39])([CH3:38])[O:34][CH2:33]2)=[O:31])[CH3:27])([CH3:22])[C:19]([OH:21])=[O:20])=[O:15])=[O:10])([CH3:8])[CH2:4][O:3]1.[N+:70]([C:73]1[CH:74]=[C:75]([CH:91]=[C:92]([N+:94]([O-:96])=[O:95])[CH:93]=1)[C:76]([O:78][CH2:79][CH2:80][CH2:81][CH2:82][CH2:83][CH2:84][CH2:85][CH2:86][CH2:87][CH2:88][CH2:89]Br)=[O:77])([O-:72])=[O:71]. (4) Given the product [CH3:1][O:2][C:3]1[C:11]([O:12][CH3:13])=[C:10]([O:14][CH3:15])[CH:9]=[C:8]2[C:4]=1[CH:5]=[C:6]([C:16]([N:19]1[CH2:24][CH2:23][N:22]([C:16]([C:6]3[NH:7][C:8]4[C:4]([CH:5]=3)=[C:3]([O:2][CH3:1])[C:11]([O:12][CH3:13])=[C:10]([O:14][CH3:15])[CH:9]=4)=[O:18])[CH2:21][CH2:20]1)=[O:18])[NH:7]2, predict the reactants needed to synthesize it. The reactants are: [CH3:1][O:2][C:3]1[C:11]([O:12][CH3:13])=[C:10]([O:14][CH3:15])[CH:9]=[C:8]2[C:4]=1[CH:5]=[C:6]([C:16]([OH:18])=O)[NH:7]2.[NH:19]1[CH2:24][CH2:23][NH:22][CH2:21][CH2:20]1.